This data is from Forward reaction prediction with 1.9M reactions from USPTO patents (1976-2016). The task is: Predict the product of the given reaction. (1) Given the reactants [CH2:1]([S:3][C:4]1[CH:19]=[CH:18][C:17]([N+:20]([O-:22])=[O:21])=[CH:16][C:5]=1/[CH:6]=[N:7]/[CH2:8][CH2:9][CH2:10][C:11]([O:13][CH2:14][CH3:15])=[O:12])[CH3:2].CCN(CC)CC, predict the reaction product. The product is: [CH2:1]([S:3][C:4]1[CH:19]=[CH:18][C:17]([N+:20]([O-:22])=[O:21])=[CH:16][C:5]=1[CH:6]1[CH:10]([C:11]([O:13][CH2:14][CH3:15])=[O:12])[CH2:9][CH2:8][NH:7]1)[CH3:2]. (2) Given the reactants [Cl:1][CH2:2][CH2:3][CH2:4][CH2:5][CH:6]([N:13]1[CH:17]=[N:16][CH:15]=[N:14]1)[C:7](=[O:12])[C:8]([CH3:11])([CH3:10])[CH3:9].[BH4-].C([N+](CCCC)(CCCC)CCCC)CCC.[NH4+].[Cl-], predict the reaction product. The product is: [Cl:1][CH2:2][CH2:3][CH2:4][CH2:5][CH:6]([N:13]1[CH:17]=[N:16][CH:15]=[N:14]1)[CH:7]([OH:12])[C:8]([CH3:11])([CH3:9])[CH3:10].